From a dataset of Forward reaction prediction with 1.9M reactions from USPTO patents (1976-2016). Predict the product of the given reaction. Given the reactants [CH2:1]([O:3][C:4]([C:6]1[CH:10]=[C:9]([O:11][CH2:12][C:13]([N:15]2[CH2:19][CH2:18][CH2:17][C@H:16]2[C:20]([OH:22])=O)=[O:14])[N:8]([C:23]2[CH:28]=[CH:27][CH:26]=[CH:25][CH:24]=2)[N:7]=1)=[O:5])[CH3:2].CN(C(ON1N=[N:44][C:39]2[CH:40]=[CH:41][CH:42]=NC1=2)=[N+](C)C)C.F[P-](F)(F)(F)(F)F.CCN(C(C)C)C(C)C.C1(N)CCC1, predict the reaction product. The product is: [CH2:1]([O:3][C:4]([C:6]1[CH:10]=[C:9]([O:11][CH2:12][C:13]([N:15]2[CH2:19][CH2:18][CH2:17][C@H:16]2[C:20](=[O:22])[NH:44][CH:39]2[CH2:40][CH2:41][CH2:42]2)=[O:14])[N:8]([C:23]2[CH:28]=[CH:27][CH:26]=[CH:25][CH:24]=2)[N:7]=1)=[O:5])[CH3:2].